Predict the reactants needed to synthesize the given product. From a dataset of Full USPTO retrosynthesis dataset with 1.9M reactions from patents (1976-2016). (1) Given the product [NH2:11][C@H:12]1[CH2:16][CH2:15][N:14]([C@H:17]2[CH2:22][CH2:21][C@H:20]([NH:23][C:24]([CH3:27])([CH3:26])[CH3:25])[CH2:19][C@H:18]2[C:28]([O:30][CH3:31])=[O:29])[C:13]1=[O:32], predict the reactants needed to synthesize it. The reactants are: C(OC([NH:11][C@H:12]1[CH2:16][CH2:15][N:14]([C@H:17]2[CH2:22][CH2:21][C@H:20]([NH:23][C:24]([CH3:27])([CH3:26])[CH3:25])[CH2:19][C@H:18]2[C:28]([O:30][CH3:31])=[O:29])[C:13]1=[O:32])=O)C1C=CC=CC=1. (2) Given the product [Br:13][CH2:2][C:3]1[N:7]([CH3:8])[N:6]=[CH:5][C:4]=1[N+:9]([O-:11])=[O:10], predict the reactants needed to synthesize it. The reactants are: Cl[CH2:2][C:3]1[N:7]([CH3:8])[N:6]=[CH:5][C:4]=1[N+:9]([O-:11])=[O:10].[Li+].[Br-:13].